From a dataset of Full USPTO retrosynthesis dataset with 1.9M reactions from patents (1976-2016). Predict the reactants needed to synthesize the given product. (1) Given the product [Cl:18][C:19]1[CH:24]=[CH:23][C:22]([S:25]([NH:15][C:13]2[CH:12]=[CH:11][CH:10]=[C:9]([CH2:8][O:7][CH2:6][C:5]3[CH:4]=[CH:3][C:2]([F:1])=[CH:17][CH:16]=3)[N:14]=2)(=[O:26])=[O:27])=[CH:21][C:20]=1[C:29]([F:32])([F:30])[F:31], predict the reactants needed to synthesize it. The reactants are: [F:1][C:2]1[CH:17]=[CH:16][C:5]([CH2:6][O:7][CH2:8][C:9]2[N:14]=[C:13]([NH2:15])[CH:12]=[CH:11][CH:10]=2)=[CH:4][CH:3]=1.[Cl:18][C:19]1[CH:24]=[CH:23][C:22]([S:25](Cl)(=[O:27])=[O:26])=[CH:21][C:20]=1[C:29]([F:32])([F:31])[F:30]. (2) Given the product [Cl:1][CH2:2][C:3]1[S:28][C:7]([C:9]2[C:17]3[C:12](=[C:13]([O:18][CH3:19])[CH:14]=[CH:15][CH:16]=3)[N:11]([CH2:20][CH:21]3[CH2:26][CH2:25][CH2:24][CH2:23][CH2:22]3)[CH:10]=2)=[N:6][N:5]=1, predict the reactants needed to synthesize it. The reactants are: [Cl:1][CH2:2][C:3]([NH:5][NH:6][C:7]([C:9]1[C:17]2[C:12](=[C:13]([O:18][CH3:19])[CH:14]=[CH:15][CH:16]=2)[N:11]([CH2:20][CH:21]2[CH2:26][CH2:25][CH2:24][CH2:23][CH2:22]2)[CH:10]=1)=O)=O.P12(SP3(SP(SP(S3)(S1)=S)(=S)S2)=S)=[S:28]. (3) Given the product [CH3:45][O:44][C:35]1[CH:36]=[C:37]2[C:42](=[C:33]([N:30]3[CH2:31][CH2:32][NH:27][CH2:28][CH2:29]3)[CH:34]=1)[N:41]=[CH:40][C:39]([CH3:43])=[CH:38]2, predict the reactants needed to synthesize it. The reactants are: COC1C=C2C(=C(N3CCNCC3)C=1)N=C(C)C=C2.C([N:27]1[CH2:32][CH2:31][N:30]([C:33]2[CH:34]=[C:35]([O:44][CH3:45])[CH:36]=[C:37]3[C:42]=2[N:41]=[CH:40][C:39]([CH3:43])=[CH:38]3)[CH2:29][CH2:28]1)C1C=CC=CC=1.C(N1CCN(C2C=C(OC)C=C3C=2N=C(C)C=C3)CC1)C1C=CC=CC=1. (4) Given the product [C:12]([O:16][C:17](=[O:36])[N:18]([CH2:28][C:29]1[CH:34]=[CH:33][C:32]([Cl:35])=[CH:31][CH:30]=1)[C:19]1[CH:24]=[CH:23][C:22]([CH:25]([OH:26])[C:3]2[C:4]3[C:9](=[N:8][CH:7]=[CH:6][CH:5]=3)[NH:1][CH:2]=2)=[C:21]([Cl:27])[N:20]=1)([CH3:15])([CH3:13])[CH3:14], predict the reactants needed to synthesize it. The reactants are: [NH:1]1[C:9]2[C:4](=[CH:5][CH:6]=[CH:7][N:8]=2)[CH:3]=[CH:2]1.[OH-].[Na+].[C:12]([O:16][C:17](=[O:36])[N:18]([CH2:28][C:29]1[CH:34]=[CH:33][C:32]([Cl:35])=[CH:31][CH:30]=1)[C:19]1[CH:24]=[CH:23][C:22]([CH:25]=[O:26])=[C:21]([Cl:27])[N:20]=1)([CH3:15])([CH3:14])[CH3:13].O. (5) The reactants are: [CH2:1]([N:3]([C:14]1[CH:19]=[CH:18][CH:17]=[CH:16][CH:15]=1)[C:4]([C:6]1[CH:10]=[C:9]([N+:11]([O-])=O)[S:8][CH:7]=1)=[O:5])[CH3:2].[Cl-].[NH4+]. Given the product [NH2:11][C:9]1[S:8][CH:7]=[C:6]([C:4]([N:3]([CH2:1][CH3:2])[C:14]2[CH:15]=[CH:16][CH:17]=[CH:18][CH:19]=2)=[O:5])[CH:10]=1, predict the reactants needed to synthesize it. (6) Given the product [CH3:1][O:2][C:3]1[CH:4]=[C:5]([CH:6]=[CH:7][CH:8]=1)[CH2:9][O:10][C:21](=[O:23])[CH3:22], predict the reactants needed to synthesize it. The reactants are: [CH3:1][O:2][C:3]1[CH:4]=[C:5]([CH2:9][OH:10])[CH:6]=[CH:7][CH:8]=1.C(N(CC)CC)C.ClCCl.[C:21](OC(=O)C)(=[O:23])[CH3:22]. (7) Given the product [CH2:25]([O:24][C:6]1[C:5](=[O:4])[NH:10][C:9]([N:11]2[CH2:12][CH2:13][CH:14]([CH2:17][OH:18])[CH2:15][CH2:16]2)=[N:8][C:7]=1[C:19]([O:21][CH2:22][CH3:23])=[O:20])[C:26]1[CH:31]=[CH:30][CH:29]=[CH:28][CH:27]=1, predict the reactants needed to synthesize it. The reactants are: C([O:4][C:5]1[N:10]=[C:9]([N:11]2[CH2:16][CH2:15][CH:14]([CH2:17][OH:18])[CH2:13][CH2:12]2)[N:8]=[C:7]([C:19]([O:21][CH2:22][CH3:23])=[O:20])[C:6]=1[O:24][CH2:25][C:26]1[CH:31]=[CH:30][CH:29]=[CH:28][CH:27]=1)C=C.N#N. (8) Given the product [C:11]([C:9]1[CH:8]=[C:7]2[C:6](=[C:5]([C:1]([CH3:4])([CH3:3])[CH3:2])[CH:10]=1)[NH:15][C:16](=[O:20])[C:17]2=[O:22])([CH3:14])([CH3:13])[CH3:12], predict the reactants needed to synthesize it. The reactants are: [C:1]([C:5]1[CH:10]=[C:9]([C:11]([CH3:14])([CH3:13])[CH3:12])[CH:8]=[CH:7][C:6]=1[NH:15][C:16](=[O:20])/[CH:17]=N/O)([CH3:4])([CH3:3])[CH3:2].S(=O)(=O)(O)[OH:22].